Predict the product of the given reaction. From a dataset of Forward reaction prediction with 1.9M reactions from USPTO patents (1976-2016). (1) The product is: [Cl:1][C:2]1[CH:3]=[C:4]([C:22]2[CH:27]=[CH:26][CH:25]=[CH:24][CH:23]=2)[CH:5]=[CH:6][C:7]=1[CH2:8][N:9]1[C:13]2[CH:14]=[C:15]([CH2:19][O:20][C:29]3[CH:30]=[C:31]([CH:35]=[CH:36][N:37]=3)[C:32]([OH:34])=[O:33])[CH:16]=[C:17]([CH3:18])[C:12]=2[N:11]=[C:10]1[CH3:21]. Given the reactants [Cl:1][C:2]1[CH:3]=[C:4]([C:22]2[CH:27]=[CH:26][CH:25]=[CH:24][CH:23]=2)[CH:5]=[CH:6][C:7]=1[CH2:8][N:9]1[C:13]2[CH:14]=[C:15]([CH2:19][OH:20])[CH:16]=[C:17]([CH3:18])[C:12]=2[N:11]=[C:10]1[CH3:21].Cl[C:29]1[CH:30]=[C:31]([CH:35]=[CH:36][N:37]=1)[C:32]([OH:34])=[O:33], predict the reaction product. (2) Given the reactants [CH3:1][S:2]([OH:5])(=[O:4])=[O:3].C1(P(C2C=CC=CC=2)C2C=CC=CC=2)C=CC=CC=1.[CH2:25]([O:32][CH2:33][C@H:34]1[N:38]([S:39]([C:42]2[CH:51]=[CH:50][C:49]3[C:44](=[CH:45][CH:46]=[CH:47][CH:48]=3)[CH:43]=2)(=[O:41])=[O:40])[CH2:37][C@H:36](O)[CH2:35]1)[C:26]1[CH:31]=[CH:30][CH:29]=[CH:28][CH:27]=1.N(C([O-])=O)=NC([O-])=O, predict the reaction product. The product is: [CH2:25]([O:32][CH2:33][C@H:34]1[N:38]([S:39]([C:42]2[CH:51]=[CH:50][C:49]3[C:44](=[CH:45][CH:46]=[CH:47][CH:48]=3)[CH:43]=2)(=[O:41])=[O:40])[CH2:37][C@@H:36]([O:3][S:2]([CH3:1])(=[O:5])=[O:4])[CH2:35]1)[C:26]1[CH:31]=[CH:30][CH:29]=[CH:28][CH:27]=1. (3) Given the reactants [Cl:1][C:2]1C(C)=[N:4][O:5][C:6]=1[N:7]([CH2:35][O:36][CH2:37][CH2:38][O:39][CH3:40])[S:8]([C:11]1[C:19]2[C:14](=[N:15][CH:16]=[CH:17][CH:18]=2)[S:13][C:12]=1[CH2:20][C:21]1[CH:30]=[CH:29][C:28]2[C:23](=[CH:24][CH:25]=[CH:26][CH:27]=2)[C:22]=1OC(=O)C)(=[O:10])=[O:9].C([SiH]([CH2:47][CH3:48])CC)C.B(F)(F)F.CCOCC, predict the reaction product. The product is: [Cl:1][C:2]1[C:47]([CH3:48])=[N:4][O:5][C:6]=1[N:7]([CH2:35][O:36][CH2:37][CH2:38][O:39][CH3:40])[S:8]([C:11]1[C:19]2[C:14](=[N:15][CH:16]=[CH:17][CH:18]=2)[S:13][C:12]=1[CH2:20][C:21]1[C:22]2[C:27](=[CH:26][CH:25]=[CH:24][CH:23]=2)[CH:28]=[CH:29][CH:30]=1)(=[O:10])=[O:9]. (4) Given the reactants [CH3:1][C:2]1([CH2:8][C:9]([OH:11])=O)[CH2:7][CH2:6][O:5][CH2:4][CH2:3]1.CCN(C(C)C)C(C)C.C1C=CC2N(O)N=NC=2C=1.CCN=C=NCCCN(C)C.Cl.Cl.[CH:44]1([CH2:52][NH:53][C:54]([N:56]2[CH2:64][C:63]3[CH:62]=[CH:61][N:60]=[CH:59][C:58]=3[CH2:57]2)=[O:55])[C:46]2([CH2:51][CH2:50][NH:49][CH2:48][CH2:47]2)[CH2:45]1, predict the reaction product. The product is: [CH3:1][C:2]1([CH2:8][C:9]([N:49]2[CH2:50][CH2:51][C:46]3([CH:44]([CH2:52][NH:53][C:54]([N:56]4[CH2:64][C:63]5[CH:62]=[CH:61][N:60]=[CH:59][C:58]=5[CH2:57]4)=[O:55])[CH2:45]3)[CH2:47][CH2:48]2)=[O:11])[CH2:3][CH2:4][O:5][CH2:6][CH2:7]1. (5) The product is: [NH2:1][C:4]1[CH:26]=[C:25]([C:27](=[O:35])[NH:28][CH2:29][CH:30]2[CH2:34][CH2:33][CH2:32][O:31]2)[CH:24]=[CH:23][C:5]=1[CH2:6][N:7]([CH2:15][CH2:16][C:17]1[CH:22]=[CH:21][CH:20]=[CH:19][N:18]=1)[C:8](=[O:14])[O:9][C:10]([CH3:12])([CH3:13])[CH3:11]. Given the reactants [N+:1]([C:4]1[CH:26]=[C:25]([C:27](=[O:35])[NH:28][CH2:29][CH:30]2[CH2:34][CH2:33][CH2:32][O:31]2)[CH:24]=[CH:23][C:5]=1[CH2:6][N:7]([CH2:15][CH2:16][C:17]1[CH:22]=[CH:21][CH:20]=[CH:19][N:18]=1)[C:8](=[O:14])[O:9][C:10]([CH3:13])([CH3:12])[CH3:11])([O-])=O.O.O.Cl[Sn]Cl, predict the reaction product. (6) Given the reactants C(O[C:6]([N:8]1[CH2:13][CH2:12][CH:11]([CH2:14][CH2:15][CH2:16][O:17][C:18]2[CH:23]=[CH:22][C:21]([C:24]([O:26][CH3:27])=[O:25])=[C:20]([CH3:28])[CH:19]=2)[CH2:10][CH2:9]1)=O)(C)(C)C.ClC1[N:35]=[CH:34][C:33]([CH:36]([CH3:38])[CH3:37])=[CH:32][N:31]=1, predict the reaction product. The product is: [CH3:27][O:26][C:24](=[O:25])[C:21]1[CH:22]=[CH:23][C:18]([O:17][CH2:16][CH2:15][CH2:14][CH:11]2[CH2:10][CH2:9][N:8]([C:6]3[N:35]=[CH:34][C:33]([CH:36]([CH3:38])[CH3:37])=[CH:32][N:31]=3)[CH2:13][CH2:12]2)=[CH:19][C:20]=1[CH3:28]. (7) Given the reactants Cl.[NH:2]([C:4]1[CH:9]=[C:8]([C:10]#[N:11])[CH:7]=[CH:6][N:5]=1)[NH2:3].CN(C)/[CH:14]=[CH:15]/[C:16]([C:18]1[CH:23]=[CH:22][C:21]([N:24]([CH3:26])[CH3:25])=[CH:20][CH:19]=1)=O, predict the reaction product. The product is: [CH3:25][N:24]([CH3:26])[C:21]1[CH:22]=[CH:23][C:18]([C:16]2[N:2]([C:4]3[CH:9]=[C:8]([C:10]#[N:11])[CH:7]=[CH:6][N:5]=3)[N:3]=[CH:14][CH:15]=2)=[CH:19][CH:20]=1. (8) Given the reactants C[O:2][C:3](=[O:16])[CH2:4][O:5][C:6]1[CH:14]=[CH:13][C:12]([SH:15])=[C:11]2[C:7]=1[CH2:8][CH2:9][CH2:10]2.Cl[CH2:18][C:19]1(F)[CH:24]=[CH:23][C:22]([O:25][CH2:26][C:27]2[CH:32]=[CH:31][CH:30]=[CH:29][CH:28]=2)=[CH:21][CH2:20]1.OCC1C=CC(O)=CC=1.BrCC1C=C[C:48]([F:51])=CC=1.ClCC1(C(F)(F)F)C=CC(OCC2C=CC=CC=2)=CC1, predict the reaction product. The product is: [F:51][CH2:48][C:30]1[CH:31]=[CH:32][C:27]([CH2:26][O:25][C:22]2[CH:23]=[CH:24][C:19]([CH2:18][S:15][C:12]3[CH:13]=[CH:14][C:6]([O:5][CH2:4][C:3]([OH:2])=[O:16])=[C:7]4[C:11]=3[CH2:10][CH2:9][CH2:8]4)=[CH:20][CH:21]=2)=[CH:28][CH:29]=1. (9) Given the reactants Br[C:2]1[C:10]2[N:9]3[CH2:11][CH2:12][NH:13][C:14](=[O:15])[C:8]3=[C:7]([CH3:16])[C:6]=2[CH:5]=[C:4]([F:17])[CH:3]=1.[CH3:18][N:19]([CH3:29])[C:20]1[CH:25]=[CH:24][C:23](B(O)O)=[CH:22][CH:21]=1, predict the reaction product. The product is: [CH3:18][N:19]([CH3:29])[C:20]1[CH:25]=[CH:24][C:23]([C:2]2[C:10]3[N:9]4[CH2:11][CH2:12][NH:13][C:14](=[O:15])[C:8]4=[C:7]([CH3:16])[C:6]=3[CH:5]=[C:4]([F:17])[CH:3]=2)=[CH:22][CH:21]=1. (10) Given the reactants [H-].[Na+].[CH3:3][O:4][C:5](=[O:22])[C:6]1[CH:11]=[C:10]([NH:12][S:13]([CH3:16])(=[O:15])=[O:14])[N:9]=[C:8]([NH:17][C@H:18]([CH2:20][CH3:21])[CH3:19])[CH:7]=1.I[CH3:24], predict the reaction product. The product is: [CH3:3][O:4][C:5](=[O:22])[C:6]1[CH:11]=[C:10]([N:12]([S:13]([CH3:16])(=[O:15])=[O:14])[CH3:24])[N:9]=[C:8]([NH:17][C@H:18]([CH2:20][CH3:21])[CH3:19])[CH:7]=1.